From a dataset of NCI-60 drug combinations with 297,098 pairs across 59 cell lines. Regression. Given two drug SMILES strings and cell line genomic features, predict the synergy score measuring deviation from expected non-interaction effect. Drug 1: C1C(C(OC1N2C=NC3=C(N=C(N=C32)Cl)N)CO)O. Drug 2: CN(C(=O)NC(C=O)C(C(C(CO)O)O)O)N=O. Cell line: K-562. Synergy scores: CSS=45.6, Synergy_ZIP=-7.29, Synergy_Bliss=-3.72, Synergy_Loewe=1.34, Synergy_HSA=1.74.